This data is from Peptide-MHC class I binding affinity with 185,985 pairs from IEDB/IMGT. The task is: Regression. Given a peptide amino acid sequence and an MHC pseudo amino acid sequence, predict their binding affinity value. This is MHC class I binding data. The peptide sequence is NIEVKLFIV. The MHC is HLA-A02:02 with pseudo-sequence HLA-A02:02. The binding affinity (normalized) is 0.228.